This data is from Reaction yield outcomes from USPTO patents with 853,638 reactions. The task is: Predict the reaction yield, written as a fraction of the theoretical maximum amount of product (1.0 means a 100% yield; for example, 0.34 means a 34% yield). (1) The reactants are [N+:1]([C:4]1[CH:9]=[CH:8][C:7]([CH2:10][CH:11]([NH2:22])[C:12]2[N:13]=[C:14]([C:17]3[S:18][CH:19]=[CH:20][CH:21]=3)[S:15][CH:16]=2)=[CH:6][CH:5]=1)([O-:3])=[O:2].[Cl:23][C:24]1[CH:25]=[C:26]([CH2:30][C:31](O)=[O:32])[CH:27]=[CH:28][CH:29]=1.ON1C2C=CC=CC=2N=N1.CN(C)CCCN=C=NCC.C(N(CC)CC)C. The catalyst is CN(C=O)C.O. The product is [Cl:23][C:24]1[CH:25]=[C:26]([CH2:30][C:31]([NH:22][C@H:11]([C:12]2[N:13]=[C:14]([C:17]3[S:18][CH:19]=[CH:20][CH:21]=3)[S:15][CH:16]=2)[CH2:10][C:7]2[CH:6]=[CH:5][C:4]([N+:1]([O-:3])=[O:2])=[CH:9][CH:8]=2)=[O:32])[CH:27]=[CH:28][CH:29]=1. The yield is 0.600. (2) The reactants are [CH3:1][CH:2]([S:4]([C:7]1[CH:12]=[CH:11][C:10]([CH:13]=[CH2:14])=[CH:9][C:8]=1[NH2:15])(=[O:6])=[O:5])[CH3:3].[Cl:16][C:17]1[N:22]=[C:21](Cl)[C:20]([Cl:24])=[CH:19][N:18]=1.C(N(C(C)C)C(C)C)C. No catalyst specified. The product is [Cl:16][C:17]1[N:22]=[C:21]([NH:15][C:8]2[CH:9]=[C:10]([CH:13]=[CH2:14])[CH:11]=[CH:12][C:7]=2[S:4]([CH:2]([CH3:1])[CH3:3])(=[O:6])=[O:5])[C:20]([Cl:24])=[CH:19][N:18]=1. The yield is 0.510.